From a dataset of Forward reaction prediction with 1.9M reactions from USPTO patents (1976-2016). Predict the product of the given reaction. (1) Given the reactants [C:1]1([CH3:13])[C:2]([S:7]([N:10]=[C:11]=[O:12])(=[O:9])=[O:8])=[CH:3][CH:4]=[CH:5][CH:6]=1.[CH3:14][C:15]1[CH:16]=[C:17]([CH:19]=[C:20]([CH3:29])[C:21]=1[S:22]([CH2:25][N+:26]([O-:28])=[O:27])(=[O:24])=[O:23])[NH2:18], predict the reaction product. The product is: [CH3:29][C:20]1[CH:19]=[C:17]([NH:18][C:11]([NH:10][S:7]([C:2]2[CH:3]=[CH:4][CH:5]=[CH:6][C:1]=2[CH3:13])(=[O:9])=[O:8])=[O:12])[CH:16]=[C:15]([CH3:14])[C:21]=1[S:22]([CH2:25][N+:26]([O-:28])=[O:27])(=[O:24])=[O:23]. (2) Given the reactants Cl[C:2]1[CH:7]=[C:6]([C:8]2[CH:13]=[C:12]([Cl:14])[CH:11]=[CH:10][C:9]=2[O:15][CH3:16])[N:5]=[C:4]([NH2:17])[N:3]=1.[N+:18]([C:21]1[CH:27]=[CH:26][C:24]([NH2:25])=[CH:23][CH:22]=1)([O-:20])=[O:19], predict the reaction product. The product is: [Cl:14][C:12]1[CH:11]=[CH:10][C:9]([O:15][CH3:16])=[C:8]([C:6]2[N:5]=[C:4]([NH2:17])[N:3]=[C:2]([NH:25][C:24]3[CH:26]=[CH:27][C:21]([N+:18]([O-:20])=[O:19])=[CH:22][CH:23]=3)[CH:7]=2)[CH:13]=1. (3) Given the reactants [C:1]([C:3]1[CH:28]=[CH:27][C:6]([CH2:7][NH:8][C:9](=[O:26])[CH:10]([O:23][CH2:24][CH3:25])[N:11]2[CH2:19][C:18]3[C:13](=[CH:14][CH:15]=[C:16]([O:20][CH3:21])[CH:17]=3)[C:12]2=[O:22])=[C:5](O)[CH:4]=1)#[N:2].[C:30]([O-])(=[O:32])C.ClC[C:36]([NH:38][CH3:39])=[O:37].[I-].[K+].C(=O)([O-])[O-].[Cs+].[Cs+], predict the reaction product. The product is: [C:1]([C:3]1[CH:28]=[CH:27][C:6]([CH:7]([O:32][CH3:30])[NH:8][C:9](=[O:26])[CH:10]([O:23][CH2:24][CH3:25])[N:11]2[CH2:19][C:18]3[C:13](=[CH:14][CH:15]=[C:16]([O:20][CH3:21])[CH:17]=3)[C:12]2=[O:22])=[C:5]([C:36](=[O:37])[NH:38][CH3:39])[CH:4]=1)#[N:2]. (4) Given the reactants [F:1][C:2]1[CH:7]=[C:6]([CH:8]=[CH:9][O:10]C)[CH:5]=[CH:4][C:3]=1[C:12]1[S:13][C:14]2[C:19]([N:20]=1)=[CH:18][CH:17]=[C:16]([C:21]1([C:24]3[CH:29]=[CH:28][CH:27]=[CH:26][CH:25]=3)[CH2:23][CH2:22]1)[N:15]=2.Cl, predict the reaction product. The product is: [F:1][C:2]1[CH:7]=[C:6]([CH2:8][CH:9]=[O:10])[CH:5]=[CH:4][C:3]=1[C:12]1[S:13][C:14]2[C:19]([N:20]=1)=[CH:18][CH:17]=[C:16]([C:21]1([C:24]3[CH:25]=[CH:26][CH:27]=[CH:28][CH:29]=3)[CH2:22][CH2:23]1)[N:15]=2. (5) The product is: [CH3:1][C:3]1[O:14][CH:6]=[C:5](/[CH:9]=[CH:10]/[C:11]([OH:13])=[O:12])[N:4]=1. Given the reactants [CH2:1]([C:3]1[NH:4][C:5](/[CH:9]=[CH:10]/[C:11]([OH:13])=[O:12])=[C:6](C)N=1)C.[OH-:14].[Li+], predict the reaction product.